This data is from NCI-60 drug combinations with 297,098 pairs across 59 cell lines. The task is: Regression. Given two drug SMILES strings and cell line genomic features, predict the synergy score measuring deviation from expected non-interaction effect. Drug 1: CC=C1C(=O)NC(C(=O)OC2CC(=O)NC(C(=O)NC(CSSCCC=C2)C(=O)N1)C(C)C)C(C)C. Drug 2: CN(C(=O)NC(C=O)C(C(C(CO)O)O)O)N=O. Cell line: NCI-H322M. Synergy scores: CSS=46.5, Synergy_ZIP=1.73, Synergy_Bliss=1.06, Synergy_Loewe=-43.5, Synergy_HSA=-1.35.